From a dataset of Full USPTO retrosynthesis dataset with 1.9M reactions from patents (1976-2016). Predict the reactants needed to synthesize the given product. (1) Given the product [I:22][CH2:12][CH2:13][CH:14]1[CH2:19][CH2:18][C:17]([CH3:21])([CH3:20])[CH2:16][CH2:15]1, predict the reactants needed to synthesize it. The reactants are: BrC1C=CC(S(O[CH2:12][CH2:13][CH:14]2[CH2:19][CH2:18][C:17]([CH3:21])([CH3:20])[CH2:16][CH2:15]2)(=O)=O)=CC=1.[I-:22].[Na+]. (2) Given the product [Cl:1][C:2]1[CH:7]=[CH:6][C:5]([S:8]([N:11]2[C:20]3[C:15](=[CH:16][CH:17]=[CH:18][CH:19]=3)[CH2:14][CH2:13][CH2:12]2)(=[O:10])=[O:9])=[CH:4][C:3]=1[N:21]1[CH2:30][C:29]2[C:24](=[CH:25][CH:26]=[C:27]([C:43]([OH:42])([CH3:44])[CH3:37])[CH:28]=2)[NH:23][C:22]1=[O:36], predict the reactants needed to synthesize it. The reactants are: [Cl:1][C:2]1[CH:7]=[CH:6][C:5]([S:8]([N:11]2[C:20]3[C:15](=[CH:16][CH:17]=[CH:18][CH:19]=3)[CH2:14][CH2:13][CH2:12]2)(=[O:10])=[O:9])=[CH:4][C:3]=1[N:21]1[CH2:30][C:29]2[C:24](=[CH:25][CH:26]=[C:27](C(OCC)=O)[CH:28]=2)[NH:23][C:22]1=[O:36].[CH3:37][Mg]Br.C([O:42][CH2:43][CH3:44])C. (3) The reactants are: FC1C(O[C:9](=[O:24])[C:10]2[CH:15]=[CH:14][CH:13]=[CH:12][C:11]=2[NH:16][CH2:17][C:18]2[CH:23]=[CH:22][N:21]=[CH:20][CH:19]=2)=C(F)C(F)=C(F)C=1F.[CH3:29][C:30]1[CH2:34][CH:33]([CH2:35][O:36][NH2:37])[O:32][N:31]=1. Given the product [CH3:29][C:30]1[CH2:34][CH:33]([CH2:35][O:36][NH:37][C:9](=[O:24])[C:10]2[CH:15]=[CH:14][CH:13]=[CH:12][C:11]=2[NH:16][CH2:17][C:18]2[CH:19]=[CH:20][N:21]=[CH:22][CH:23]=2)[O:32][N:31]=1, predict the reactants needed to synthesize it. (4) The reactants are: Br[C:2]1[CH:3]=[CH:4][C:5]2[C:6]3[CH2:15][N:14]([C:16]([O:18][C:19]([CH3:22])([CH3:21])[CH3:20])=[O:17])[CH2:13][CH2:12][C:7]=3[N:8]([CH3:11])[C:9]=2[CH:10]=1.[N:23]1[CH:28]=[CH:27][CH:26]=[CH:25][C:24]=1[CH2:29][CH2:30][N:31]1[CH2:36][CH2:35][NH:34][C:33](=[O:37])[CH2:32]1. Given the product [CH3:11][N:8]1[C:9]2[CH:10]=[C:2]([N:34]3[CH2:35][CH2:36][N:31]([CH2:30][CH2:29][C:24]4[CH:25]=[CH:26][CH:27]=[CH:28][N:23]=4)[CH2:32][C:33]3=[O:37])[CH:3]=[CH:4][C:5]=2[C:6]2[CH2:15][N:14]([C:16]([O:18][C:19]([CH3:22])([CH3:21])[CH3:20])=[O:17])[CH2:13][CH2:12][C:7]1=2, predict the reactants needed to synthesize it. (5) Given the product [CH3:1][N:2]([CH3:17])[CH2:3][CH2:16][CH2:7][CH2:23][C:22]([OH:25])=[O:24], predict the reactants needed to synthesize it. The reactants are: [CH3:1][N:2]([CH3:17])[C:3]1C=CC=[C:7]([CH:16]=1)CC(CCC)C([O-])=O.CO.[NH4+].[OH-].[C:22]([O:25]CC)(=[O:24])[CH3:23]. (6) Given the product [Cl:27][C:28]1[CH:33]=[C:32]([C:2]2[CH:3]=[C:4]3[C:9](=[CH:10][CH:11]=2)[N:8]=[CH:7][C:6]([S:12]([CH3:15])(=[O:14])=[O:13])=[C:5]3[NH:16][C:17]2[CH:18]=[CH:19][C:20]([CH2:23][N:24]([CH3:25])[CH3:26])=[CH:21][CH:22]=2)[CH:31]=[C:30]([Cl:43])[C:29]=1[OH:44], predict the reactants needed to synthesize it. The reactants are: Br[C:2]1[CH:3]=[C:4]2[C:9](=[CH:10][CH:11]=1)[N:8]=[CH:7][C:6]([S:12]([CH3:15])(=[O:14])=[O:13])=[C:5]2[NH:16][C:17]1[CH:22]=[CH:21][C:20]([CH2:23][N:24]([CH3:26])[CH3:25])=[CH:19][CH:18]=1.[Cl:27][C:28]1[CH:33]=[C:32](B2OC(C)(C)C(C)(C)O2)[CH:31]=[C:30]([Cl:43])[C:29]=1[OH:44]. (7) The reactants are: [Cl:1][C:2]1[C:3]2[NH:10][CH:9]=[CH:8][C:4]=2[N:5]=[CH:6][N:7]=1.Br[CH2:12][CH2:13][O:14][CH2:15][CH2:16][O:17][CH3:18].C(=O)([O-])[O-].[Cs+].[Cs+].CN(C)C=O. Given the product [Cl:1][C:2]1[C:3]2[N:10]([CH2:12][CH2:13][O:14][CH2:15][CH2:16][O:17][CH3:18])[CH:9]=[CH:8][C:4]=2[N:5]=[CH:6][N:7]=1, predict the reactants needed to synthesize it. (8) Given the product [F:1][C:2]([F:10])([F:9])[CH2:3][CH2:4][S:5]([CH2:6][C:7]#[N:8])(=[O:12])=[O:11], predict the reactants needed to synthesize it. The reactants are: [F:1][C:2]([F:10])([F:9])[CH2:3][CH2:4][S:5][CH2:6][C:7]#[N:8].[OH2:11].[OH:12]O. (9) Given the product [CH:1]1([N:4]2[C:8](=[O:9])[C:7]3=[CH:10][C:11]([NH2:14])=[CH:12][CH:13]=[C:6]3[C:5]2=[O:17])[CH2:3][CH2:2]1, predict the reactants needed to synthesize it. The reactants are: [CH:1]1([N:4]2[C:8](=[O:9])[C:7]3=[CH:10][C:11]([N+:14]([O-])=O)=[CH:12][CH:13]=[C:6]3[C:5]2=[O:17])[CH2:3][CH2:2]1.O.O.[Sn](Cl)Cl.[OH-].[Na+].